From a dataset of Catalyst prediction with 721,799 reactions and 888 catalyst types from USPTO. Predict which catalyst facilitates the given reaction. (1) Reactant: [CH2:1]([N:8]1[CH2:12][C@H:11]2[C:13]3[CH:14]=[CH:15][C:16](Br)=[C:17]([Cl:21])[C:18]=3[CH2:19][O:20][C@@:10]2([CH3:23])[CH2:9]1)[C:2]1[CH:7]=[CH:6][CH:5]=[CH:4][CH:3]=1.[C:24](=O)([O-])[O-].[K+].[K+].CB1OB(C)OB(C)O1. The catalyst class is: 38. Product: [CH2:1]([N:8]1[CH2:12][C@H:11]2[C:13]3[CH:14]=[CH:15][C:16]([CH3:24])=[C:17]([Cl:21])[C:18]=3[CH2:19][O:20][C@@:10]2([CH3:23])[CH2:9]1)[C:2]1[CH:7]=[CH:6][CH:5]=[CH:4][CH:3]=1. (2) Reactant: C([NH:5][S:6]([C:9]1[CH:14]=[CH:13][CH:12]=[C:11]([C:15]2[N:16]=[C:17]([C:20]3[CH:25]=[C:24]([C:26]4[CH:31]=[CH:30][C:29]([C:32]([F:35])([F:34])[F:33])=[CH:28][CH:27]=4)[CH:23]=[C:22]([CH3:36])[N:21]=3)[S:18][CH:19]=2)[CH:10]=1)(=[O:8])=[O:7])(C)(C)C.C(O)(C(F)(F)F)=O. Product: [CH3:36][C:22]1[N:21]=[C:20]([C:17]2[S:18][CH:19]=[C:15]([C:11]3[CH:10]=[C:9]([S:6]([NH2:5])(=[O:7])=[O:8])[CH:14]=[CH:13][CH:12]=3)[N:16]=2)[CH:25]=[C:24]([C:26]2[CH:31]=[CH:30][C:29]([C:32]([F:35])([F:33])[F:34])=[CH:28][CH:27]=2)[CH:23]=1. The catalyst class is: 4. (3) Reactant: Cl.[C:2]([C:5]1[CH:6]=[CH:7][C:8]([Cl:51])=[C:9]([C:11]2[CH:16]=[CH:15][CH:14]=[C:13]([CH2:17][C@H:18]([NH:33][C:34]([C@H:36]3[CH2:41][CH2:40][C@H:39]([CH2:42][NH:43]C(=O)OC(C)(C)C)[CH2:38][CH2:37]3)=[O:35])[C:19](=[O:32])[NH:20][C:21]3[CH:26]=[CH:25][C:24]([C:27]4[NH:31][N:30]=[N:29][N:28]=4)=[CH:23][CH:22]=3)[CH:12]=2)[CH:10]=1)(=[O:4])[NH2:3].C(#N)C. Product: [ClH:51].[NH2:43][CH2:42][C@H:39]1[CH2:38][CH2:37][C@H:36]([C:34]([NH:33][C@H:18]([C:19](=[O:32])[NH:20][C:21]2[CH:22]=[CH:23][C:24]([C:27]3[NH:31][N:30]=[N:29][N:28]=3)=[CH:25][CH:26]=2)[CH2:17][C:13]2[CH:12]=[C:11]([C:9]3[C:8]([Cl:51])=[CH:7][CH:6]=[C:5]([C:2]([NH2:3])=[O:4])[CH:10]=3)[CH:16]=[CH:15][CH:14]=2)=[O:35])[CH2:41][CH2:40]1. The catalyst class is: 346. (4) Reactant: N[C:2](N)=[S:3].[OH:5][CH2:6][CH2:7][O:8][CH2:9][CH2:10][O:11][CH2:12][CH2:13][O:14][CH2:15]COS(C1C=CC(C)=CC=1)(=O)=O.[OH-].[Na+].Cl. Product: [SH:3][CH2:2][CH2:15][O:14][CH2:13][CH2:12][O:11][CH2:10][CH2:9][O:8][CH2:7][CH2:6][OH:5]. The catalyst class is: 40.